From a dataset of Reaction yield outcomes from USPTO patents with 853,638 reactions. Predict the reaction yield, written as a fraction of the theoretical maximum amount of product (1.0 means a 100% yield; for example, 0.34 means a 34% yield). The reactants are [CH2:1]([O:3][C:4]([C:6]1[N:7]=[C:8]([NH2:11])[S:9][CH:10]=1)=[O:5])[CH3:2].[CH3:12][O:13][CH2:14][CH2:15][Br:16]. No catalyst specified. The product is [BrH:16].[NH:11]=[C:8]1[N:7]([CH2:15][CH2:14][O:13][CH3:12])[C:6]([C:4]([O:3][CH2:1][CH3:2])=[O:5])=[CH:10][S:9]1. The yield is 0.830.